The task is: Binary Classification. Given a miRNA mature sequence and a target amino acid sequence, predict their likelihood of interaction.. This data is from Experimentally validated miRNA-target interactions with 360,000+ pairs, plus equal number of negative samples. (1) The miRNA is hsa-miR-4674 with sequence CUGGGCUCGGGACGCGCGGCU. The protein sequence of the target gene is MPFGCVTLGDKKNYNQPSEVTDRYDLGQVIKTEEFCEIFRAKDKTTGKLHTCKKFQKRDGRKVRKAAKNEIGILKMVKHPNILQLVDVFVTRKEYFIFLELATGREVFDWILDQGYYSERDTSNVVRQVLEAVAYLHSLKIVHRNLKLENLVYYNRLKNSKIVISDFHLAKLENGLIKEPCGTPEYLAPEVVGRQRYGRPVDCWAIGVIMYILLSGNPPFYEEVEEDDYENHDKNLFRKILAGDYEFDSPYWDDISQAAKDLVTRLMEVEQDQRITAEEAISHEWISGNAASDKNIKDGV.... Result: 0 (no interaction). (2) The miRNA is hsa-miR-4433a-3p with sequence ACAGGAGUGGGGGUGGGACAU. The protein sequence of the target gene is MEGLSDVASFATKLKNTLIQYHSIEEDKWRVAKKTKDVTVWRKPSEEFNGYLYKAQGVIDDLVYSIIDHIRPGPCRLDWDSLMTSLDILENFEENCCVMRYTTAGQLWNIISPREFVDFSYTVGYKEGLLSCGISLDWDEKRPEFVRGYNHPCGWFCVPLKDNPNQSLLTGYIQTDLRGMIPQSAVDTAMASTLTNFYGDLRKAL. Result: 0 (no interaction).